Dataset: Forward reaction prediction with 1.9M reactions from USPTO patents (1976-2016). Task: Predict the product of the given reaction. Given the reactants C1(P(C2C=CC=CC=2)C2C=CC=CC=2)C=CC=CC=1.[C:20]([Br:24])(Br)(Br)Br.[CH2:25](O)[CH2:26][CH2:27][CH2:28][CH2:29][CH2:30][CH2:31][CH2:32][CH2:33][CH2:34][CH2:35][CH2:36][CH2:37][CH2:38][CH2:39][CH2:40][CH2:41][CH2:42][CH2:43][CH2:44][CH2:45][CH2:46][CH2:47]C, predict the reaction product. The product is: [CH2:20]([Br:24])[CH2:47][CH2:46][CH2:45][CH2:44][CH2:43][CH2:42][CH2:41][CH2:40][CH2:39][CH2:38][CH2:37][CH2:36][CH2:35][CH2:34][CH2:33][CH2:32][CH2:31][CH2:30][CH2:29][CH2:28][CH2:27][CH2:26][CH3:25].